Predict the product of the given reaction. From a dataset of Forward reaction prediction with 1.9M reactions from USPTO patents (1976-2016). (1) Given the reactants [Cl:1][C:2]1[CH:3]=[C:4]([C:12]2[S:13][C:14]([C:17]3[C:18]([CH2:35][CH3:36])=[C:19]([CH2:23][N:24]4[CH2:29][CH2:28][CH:27]([C:30]([O:32]CC)=[O:31])[CH2:26][CH2:25]4)[CH:20]=[CH:21][CH:22]=3)=[CH:15][N:16]=2)[CH:5]=[CH:6][C:7]=1[O:8][CH:9]([CH3:11])[CH3:10].[OH-].[Na+], predict the reaction product. The product is: [Cl:1][C:2]1[CH:3]=[C:4]([C:12]2[S:13][C:14]([C:17]3[C:18]([CH2:35][CH3:36])=[C:19]([CH2:23][N:24]4[CH2:25][CH2:26][CH:27]([C:30]([OH:32])=[O:31])[CH2:28][CH2:29]4)[CH:20]=[CH:21][CH:22]=3)=[CH:15][N:16]=2)[CH:5]=[CH:6][C:7]=1[O:8][CH:9]([CH3:11])[CH3:10]. (2) The product is: [CH3:22][C:21]([NH:20][C:11]1[N:10]=[C:9]([Cl:43])[C:8]([C:5]2[CH:6]=[CH:7][C:2]([F:1])=[CH:3][CH:4]=2)=[C:13]([C:14]2[CH:19]=[CH:18][N:17]=[CH:16][CH:15]=2)[N:12]=1)([C:23]1[CH:28]=[CH:27][CH:26]=[CH:25][CH:24]=1)[CH3:29]. Given the reactants [F:1][C:2]1[CH:7]=[CH:6][C:5]([C:8]2[C:9](=O)[N:10](C)[C:11]([NH:20][C:21]([CH3:29])([C:23]3[CH:28]=[CH:27][CH:26]=[CH:25][CH:24]=3)[CH3:22])=[N:12][C:13]=2[C:14]2[CH:19]=[CH:18][N:17]=[CH:16][CH:15]=2)=[CH:4][CH:3]=1.C(N(C(C)C)CC)(C)C.P(Cl)(Cl)([Cl:43])=O, predict the reaction product. (3) Given the reactants C1CO[C:8]2[CH:7]=[CH:6][C:5]([NH:11][C:12]3[C:17](F)=[CH:16][N:15]=[C:14]([NH:19][C:20]4C=CC=[C:22](O)[CH:21]=4)[N:13]=3)=[CH:4][C:3]=2[O:2]1.[Br:27]C1C(NC2C=CC=C(O)C=2)=NC(Cl)=NC=1.C(N)C=C, predict the reaction product. The product is: [CH2:20]([NH:19][C:14]1[N:13]=[C:12]([NH:11][C:5]2[CH:6]=[CH:7][CH:8]=[C:3]([OH:2])[CH:4]=2)[C:17]([Br:27])=[CH:16][N:15]=1)[CH:21]=[CH2:22]. (4) Given the reactants [CH3:1][O:2][C:3](=[O:15])[C:4]1[CH:9]=[CH:8][C:7]([NH2:10])=[C:6]([CH2:11][CH2:12][CH2:13][CH3:14])[CH:5]=1.[Cl:16]N1C(=O)CCC1=O, predict the reaction product. The product is: [CH3:1][O:2][C:3](=[O:15])[C:4]1[CH:9]=[C:8]([Cl:16])[C:7]([NH2:10])=[C:6]([CH2:11][CH2:12][CH2:13][CH3:14])[CH:5]=1. (5) Given the reactants [Br:1][C:2]1[N:3]=[C:4]([C@H:12]2[CH2:21][N:20]3[C@@H:15]([CH2:16][O:17][CH2:18][C:19]3=[O:22])[CH2:14][CH2:13]2)[N:5]2[CH:10]=[CH:9][N:8]=[C:7](Cl)[C:6]=12.CC(O)C.[NH4+:27].[OH-], predict the reaction product. The product is: [NH2:27][C:7]1[C:6]2[N:5]([C:4]([C@H:12]3[CH2:21][N:20]4[C@@H:15]([CH2:16][O:17][CH2:18][C:19]4=[O:22])[CH2:14][CH2:13]3)=[N:3][C:2]=2[Br:1])[CH:10]=[CH:9][N:8]=1. (6) Given the reactants Br[C:2]1[CH:3]=[C:4]2[C:8](=[CH:9][CH:10]=1)[N:7]([CH:11]([CH3:13])[CH3:12])[N:6]=[C:5]2[CH:14]1[CH2:17][CH2:16][CH2:15]1.C(OC([N:25]1[CH2:30][CH2:29][NH:28][CH2:27][C@@H:26]1[CH2:31][C:32]1[CH:37]=[CH:36][CH:35]=[CH:34][CH:33]=1)=O)(C)(C)C, predict the reaction product. The product is: [CH2:31]([C@@H:26]1[NH:25][CH2:30][CH2:29][N:28]([C:2]2[CH:3]=[C:4]3[C:8](=[CH:9][CH:10]=2)[N:7]([CH:11]([CH3:13])[CH3:12])[N:6]=[C:5]3[CH:14]2[CH2:17][CH2:16][CH2:15]2)[CH2:27]1)[C:32]1[CH:33]=[CH:34][CH:35]=[CH:36][CH:37]=1. (7) Given the reactants [C:1]1([CH3:16])[CH:6]=[CH:5][C:4]([S:7]([N:10]([CH2:12][C:13]([OH:15])=O)[CH3:11])(=[O:9])=[O:8])=[CH:3][CH:2]=1.Cl.Cl.C[O:20][C:21](=[O:31])[C@H:22]([CH2:24][C:25]1[CH:30]=[CH:29][N:28]=[CH:27][CH:26]=1)[NH2:23], predict the reaction product. The product is: [C:1]1([CH3:16])[CH:2]=[CH:3][C:4]([S:7]([N:10]([CH2:12][C:13]([NH:23][C@H:22]([C:21]([OH:31])=[O:20])[CH2:24][C:25]2[CH:26]=[CH:27][N:28]=[CH:29][CH:30]=2)=[O:15])[CH3:11])(=[O:8])=[O:9])=[CH:5][CH:6]=1.